The task is: Predict the reactants needed to synthesize the given product.. This data is from Full USPTO retrosynthesis dataset with 1.9M reactions from patents (1976-2016). (1) Given the product [Cl:1][C:2]1[N:7]=[C:6]([NH:17][CH2:12][C:13]([CH3:16])([CH3:15])[CH3:14])[C:5]([N+:9]([O-:11])=[O:10])=[CH:4][N:3]=1, predict the reactants needed to synthesize it. The reactants are: [Cl:1][C:2]1[N:7]=[C:6](Cl)[C:5]([N+:9]([O-:11])=[O:10])=[CH:4][N:3]=1.[CH2:12]([NH2:17])[C:13]([CH3:16])([CH3:15])[CH3:14].C(N(C(C)C)CC)(C)C. (2) Given the product [F:24][C:22]1[CH:21]=[C:20]([C:25]2[CH:26]=[CH:27][C:28]([NH:31][C:13]([C@H:10]3[CH2:9][CH2:8][C@H:7]([N:4]4[CH2:5][CH2:6][N:2]([CH3:1])[C:3]4=[O:16])[CH2:12][CH2:11]3)=[O:15])=[N:29][CH:30]=2)[CH:19]=[C:18]([F:17])[CH:23]=1, predict the reactants needed to synthesize it. The reactants are: [CH3:1][N:2]1[CH2:6][CH2:5][N:4]([C@H:7]2[CH2:12][CH2:11][C@H:10]([C:13]([OH:15])=O)[CH2:9][CH2:8]2)[C:3]1=[O:16].[F:17][C:18]1[CH:19]=[C:20]([C:25]2[CH:26]=[CH:27][C:28]([NH2:31])=[N:29][CH:30]=2)[CH:21]=[C:22]([F:24])[CH:23]=1. (3) Given the product [CH3:13][N:14]([CH3:16])/[CH:15]=[CH:8]/[C:7](=[O:9])[C:2]([CH3:10])([CH3:1])[C:3]([O:5][CH3:6])=[O:4], predict the reactants needed to synthesize it. The reactants are: [CH3:1][C:2]([CH3:10])([C:7](=[O:9])[CH3:8])[C:3]([O:5][CH3:6])=[O:4].CO[CH:13](OC)[N:14]([CH3:16])[CH3:15].